From a dataset of Reaction yield outcomes from USPTO patents with 853,638 reactions. Predict the reaction yield, written as a fraction of the theoretical maximum amount of product (1.0 means a 100% yield; for example, 0.34 means a 34% yield). The reactants are C([O:8][C:9]1[CH:10]=[C:11]([C:37]2[CH:42]=[CH:41][CH:40]=[C:39]([OH:43])[CH:38]=2)[CH:12]=[CH:13][C:14]=1[C@H:15]1[N:18]([C:19]2[CH:24]=[CH:23][CH:22]=[CH:21][CH:20]=2)[C:17](=[O:25])[C@@H:16]1[CH2:26][CH2:27][C@@H:28]([C:30]1[CH:35]=[CH:34][C:33]([F:36])=[CH:32][CH:31]=1)[OH:29])C1C=CC=CC=1. The catalyst is C(O)C.[Pd]. The product is [OH:8][C:9]1[CH:10]=[C:11]([C:37]2[CH:42]=[CH:41][CH:40]=[C:39]([OH:43])[CH:38]=2)[CH:12]=[CH:13][C:14]=1[C@H:15]1[N:18]([C:19]2[CH:20]=[CH:21][CH:22]=[CH:23][CH:24]=2)[C:17](=[O:25])[C@@H:16]1[CH2:26][CH2:27][C@@H:28]([C:30]1[CH:35]=[CH:34][C:33]([F:36])=[CH:32][CH:31]=1)[OH:29]. The yield is 0.750.